This data is from NCI-60 drug combinations with 297,098 pairs across 59 cell lines. The task is: Regression. Given two drug SMILES strings and cell line genomic features, predict the synergy score measuring deviation from expected non-interaction effect. Drug 1: CN(CC1=CN=C2C(=N1)C(=NC(=N2)N)N)C3=CC=C(C=C3)C(=O)NC(CCC(=O)O)C(=O)O. Drug 2: CN(CCCl)CCCl.Cl. Cell line: SNB-75. Synergy scores: CSS=10.0, Synergy_ZIP=-6.44, Synergy_Bliss=-3.67, Synergy_Loewe=-4.05, Synergy_HSA=-3.26.